Dataset: Peptide-MHC class II binding affinity with 134,281 pairs from IEDB. Task: Regression. Given a peptide amino acid sequence and an MHC pseudo amino acid sequence, predict their binding affinity value. This is MHC class II binding data. (1) The peptide sequence is EDTNIYNSNEAFKVE. The MHC is HLA-DPA10103-DPB10301 with pseudo-sequence HLA-DPA10103-DPB10301. The binding affinity (normalized) is 0.0215. (2) The peptide sequence is FKQDSKYSHGMDLAD. The MHC is DRB1_0101 with pseudo-sequence DRB1_0101. The binding affinity (normalized) is 0.0645. (3) The peptide sequence is VFHTLWHTTKGAALM. The MHC is DRB1_0301 with pseudo-sequence DRB1_0301. The binding affinity (normalized) is 0.0890. (4) The peptide sequence is PGGSGDGIFSPGGAISNMYA. The MHC is DRB1_0401 with pseudo-sequence DRB1_0401. The binding affinity (normalized) is 0. (5) The peptide sequence is WIESQKNGSWKLEKA. The MHC is DRB1_0802 with pseudo-sequence DRB1_0802. The binding affinity (normalized) is 0.421.